The task is: Predict which catalyst facilitates the given reaction.. This data is from Catalyst prediction with 721,799 reactions and 888 catalyst types from USPTO. (1) Reactant: [CH3:1][S:2][C:3]1[CH:9]=[CH:8][C:6]([NH2:7])=[CH:5][CH:4]=1.C(Cl)Cl.N1C=CC=CC=1.[CH3:19][S:20](Cl)(=[O:22])=[O:21]. Product: [CH3:1][S:2][C:3]1[CH:9]=[CH:8][C:6]([NH:7][S:20]([CH3:19])(=[O:22])=[O:21])=[CH:5][CH:4]=1. The catalyst class is: 33. (2) Reactant: Cl[C:2]1[C:7]([N+:8]([O-:10])=[O:9])=[C:6]([CH3:11])[CH:5]=[CH:4][N:3]=1.[Br:12][C:13]1[CH:18]=[CH:17][C:16]([C@H:19]([NH2:21])[CH3:20])=[CH:15][CH:14]=1.C(N(CC)CC)C. Product: [Br:12][C:13]1[CH:18]=[CH:17][C:16]([C@H:19]([NH:21][C:2]2[C:7]([N+:8]([O-:10])=[O:9])=[C:6]([CH3:11])[CH:5]=[CH:4][N:3]=2)[CH3:20])=[CH:15][CH:14]=1. The catalyst class is: 1. (3) Product: [N:16]1[C:17]([CH2:21][NH:23][C:24]2[CH:28]=[C:27]([C:29]3[CH:30]=[CH:31][C:32]([CH3:35])=[CH:33][CH:34]=3)[NH:26][N:25]=2)=[CH:18][CH:19]=[CH:20][C:15]=1[CH2:13][NH:12][C:9]1[CH:8]=[C:7]([C:4]2[CH:3]=[CH:2][C:1]([CH3:36])=[CH:6][CH:5]=2)[NH:11][N:10]=1. Reactant: [C:1]1([CH3:36])[CH:6]=[CH:5][C:4]([C:7]2[NH:11][N:10]=[C:9]([NH:12][C:13]([C:15]3[CH:20]=[CH:19][CH:18]=[C:17]([C:21]([NH:23][C:24]4[CH:28]=[C:27]([C:29]5[CH:34]=[CH:33][C:32]([CH3:35])=[CH:31][CH:30]=5)[NH:26][N:25]=4)=O)[N:16]=3)=O)[CH:8]=2)=[CH:3][CH:2]=1.CO.Cl. The catalyst class is: 1. (4) Reactant: [C:1]([C:5]1[CH:10]=[CH:9][N:8]=[C:7]([C:11]2([NH2:14])[CH2:13][CH2:12]2)[CH:6]=1)([CH3:4])([CH3:3])[CH3:2].[O:15]1[CH2:17][C@@H:16]1[C@@H:18]([NH:39][C:40](=[O:42])[CH3:41])[CH2:19][C:20]1[CH:25]=[CH:24][C:23]([NH:26][C:27]2[CH:32]=[C:31]([C:33]3[CH:38]=[CH:37][CH:36]=[CH:35][CH:34]=3)[N:30]=[CH:29][N:28]=2)=[CH:22][CH:21]=1. Product: [C:1]([C:5]1[CH:10]=[CH:9][N:8]=[C:7]([C:11]2([NH:14][CH2:17][C@@H:16]([OH:15])[C@@H:18]([NH:39][C:40](=[O:42])[CH3:41])[CH2:19][C:20]3[CH:21]=[CH:22][C:23]([NH:26][C:27]4[CH:32]=[C:31]([C:33]5[CH:34]=[CH:35][CH:36]=[CH:37][CH:38]=5)[N:30]=[CH:29][N:28]=4)=[CH:24][CH:25]=3)[CH2:13][CH2:12]2)[CH:6]=1)([CH3:4])([CH3:2])[CH3:3]. The catalyst class is: 3. (5) Reactant: Cl.[C:2]1([CH2:8][NH:9][C:10]2[C:19]3[C:14](=[CH:15][CH:16]=[CH:17][N:18]=3)[N:13]=[CH:12][C:11]=2[NH:20][C:21](=O)[CH2:22][O:23][CH2:24][CH3:25])[CH:7]=[CH:6][CH:5]=[CH:4][CH:3]=1.N. Product: [CH2:24]([O:23][CH2:22][C:21]1[N:9]([CH2:8][C:2]2[CH:7]=[CH:6][CH:5]=[CH:4][CH:3]=2)[C:10]2[C:19]3[N:18]=[CH:17][CH:16]=[CH:15][C:14]=3[N:13]=[CH:12][C:11]=2[N:20]=1)[CH3:25]. The catalyst class is: 5. (6) Reactant: [F:1][C:2]1[CH:3]=[C:4]([CH2:8][NH:9][C:10]([C:12]2[C:13](=[O:31])[N:14]([CH2:27][CH2:28][O:29]C)[C:15]3[C:20]([C:21]=2[CH3:22])=[CH:19][CH:18]=[C:17]([C:23]([F:26])([F:25])[F:24])[CH:16]=3)=[O:11])[CH:5]=[CH:6][CH:7]=1.BrB(Br)Br.CCOC(C)=O.CCCCCC. Product: [F:1][C:2]1[CH:3]=[C:4]([CH2:8][NH:9][C:10]([C:12]2[C:13](=[O:31])[N:14]([CH2:27][CH2:28][OH:29])[C:15]3[C:20]([C:21]=2[CH3:22])=[CH:19][CH:18]=[C:17]([C:23]([F:25])([F:26])[F:24])[CH:16]=3)=[O:11])[CH:5]=[CH:6][CH:7]=1. The catalyst class is: 2.